Dataset: Forward reaction prediction with 1.9M reactions from USPTO patents (1976-2016). Task: Predict the product of the given reaction. (1) Given the reactants [C:1](OC(C1C(F)=CC(O[C@@H]2CCCN(C(OC(C)(C)C)=O)C2)=C(Cl)C=1)=O)([CH3:4])(C)[CH3:2].[C:30]([O:34][C:35]([C:37]1[C:56]([F:57])=[CH:55][C:40]([O:41][CH2:42][C:43]2([CH3:54])[CH2:46][N:45]([C:47]([O:49][C:50]([CH3:53])([CH3:52])[CH3:51])=[O:48])[CH2:44]2)=[C:39](Cl)[CH:38]=1)=[O:36])([CH3:33])([CH3:32])[CH3:31], predict the reaction product. The product is: [C:30]([O:34][C:35]([C:37]1[C:56]([F:57])=[CH:55][C:40]([O:41][CH2:42][C:43]2([CH3:54])[CH2:46][N:45]([C:47]([O:49][C:50]([CH3:53])([CH3:52])[CH3:51])=[O:48])[CH2:44]2)=[C:39]([CH:4]2[CH2:1][CH2:2]2)[CH:38]=1)=[O:36])([CH3:33])([CH3:32])[CH3:31]. (2) Given the reactants [CH:1]12[CH2:15][CH:5]([N:6]([C:8]([O:10][C:11]([CH3:14])([CH3:13])[CH3:12])=[O:9])[CH2:7]1)[CH2:4][NH:3][CH2:2]2.C(N(CC)CC)C.[F:23][C:24]([F:35])([F:34])[C:25](O[C:25](=[O:26])[C:24]([F:35])([F:34])[F:23])=[O:26], predict the reaction product. The product is: [F:23][C:24]([F:35])([F:34])[C:25]([N:3]1[CH2:4][CH:5]2[CH2:15][CH:1]([CH2:7][N:6]2[C:8]([O:10][C:11]([CH3:12])([CH3:14])[CH3:13])=[O:9])[CH2:2]1)=[O:26].